This data is from Forward reaction prediction with 1.9M reactions from USPTO patents (1976-2016). The task is: Predict the product of the given reaction. (1) The product is: [Cl:1][C:2]1[CH:3]=[CH:4][C:5]([CH:8]([C:15]2[CH:16]=[CH:17][CH:18]=[CH:19][CH:20]=2)[N:9]2[CH2:10][CH2:11][N:12]([CH2:22][CH2:23][O:24][CH2:25][C:26]([NH2:28])=[O:27])[CH2:13][CH2:14]2)=[CH:6][CH:7]=1. Given the reactants [Cl:1][C:2]1[CH:7]=[CH:6][C:5]([CH:8]([C:15]2[CH:20]=[CH:19][CH:18]=[CH:17][CH:16]=2)[N:9]2[CH2:14][CH2:13][NH:12][CH2:11][CH2:10]2)=[CH:4][CH:3]=1.Cl[CH2:22][CH2:23][O:24][CH2:25][C:26]([NH2:28])=[O:27].C(=O)([O-])[O-].[Na+].[Na+].C, predict the reaction product. (2) The product is: [CH2:1]([O:8][C:9]1[CH:10]=[C:11]2[C:15](=[CH:16][CH:17]=1)[CH2:14][CH:13]([CH:18]([O:37][Si:38]([C:41]([CH3:42])([CH3:43])[CH3:44])([CH3:39])[CH3:40])[C:19]1[O:20][C:21]([C:46]3[N:51]=[C:50]([C:52]([O:54][CH3:55])=[O:53])[CH:49]=[CH:48][CH:47]=3)=[CH:22][N:23]=1)[CH2:12]2)[C:2]1[CH:3]=[CH:4][CH:5]=[CH:6][CH:7]=1. Given the reactants [CH2:1]([O:8][C:9]1[CH:10]=[C:11]2[C:15](=[CH:16][CH:17]=1)[CH2:14][CH:13]([CH:18]([O:37][Si:38]([C:41]([CH3:44])([CH3:43])[CH3:42])([CH3:40])[CH3:39])[C:19]1[O:20][C:21]([Sn](CCCC)(CCCC)CCCC)=[CH:22][N:23]=1)[CH2:12]2)[C:2]1[CH:7]=[CH:6][CH:5]=[CH:4][CH:3]=1.Cl[C:46]1[N:51]=[C:50]([C:52]([O:54][CH3:55])=[O:53])[CH:49]=[CH:48][CH:47]=1, predict the reaction product. (3) The product is: [C:1]([C:5]1[CH:10]=[C:9]([CH2:11][S:12][CH3:13])[C:8]([O:14][CH3:15])=[C:7]([CH:6]=1)[NH2:16])([CH3:4])([CH3:2])[CH3:3]. Given the reactants [C:1]([C:5]1[CH:6]=[C:7]([N+:16]([O-])=O)[C:8]([O:14][CH3:15])=[C:9]([CH2:11][S:12][CH3:13])[CH:10]=1)([CH3:4])([CH3:3])[CH3:2].O.O.[Sn](Cl)Cl, predict the reaction product.